This data is from Full USPTO retrosynthesis dataset with 1.9M reactions from patents (1976-2016). The task is: Predict the reactants needed to synthesize the given product. (1) Given the product [F:25][C:24]([F:27])([F:26])[C:10]1[N:9]=[C:8]([C:4]2[CH:3]=[C:2]([C:36]3[CH:35]=[CH:34][CH:33]=[C:32]([S:28]([NH2:29])(=[O:31])=[O:30])[CH:37]=3)[CH:7]=[CH:6][CH:5]=2)[CH:13]=[C:12]([C:14]2[CH:19]=[CH:18][C:17]([C:20]([F:23])([F:22])[F:21])=[CH:16][CH:15]=2)[CH:11]=1, predict the reactants needed to synthesize it. The reactants are: Br[C:2]1[CH:3]=[C:4]([C:8]2[CH:13]=[C:12]([C:14]3[CH:19]=[CH:18][C:17]([C:20]([F:23])([F:22])[F:21])=[CH:16][CH:15]=3)[CH:11]=[C:10]([C:24]([F:27])([F:26])[F:25])[N:9]=2)[CH:5]=[CH:6][CH:7]=1.[S:28]([C:32]1[CH:33]=[C:34](B(O)O)[CH:35]=[CH:36][CH:37]=1)(=[O:31])(=[O:30])[NH2:29]. (2) The reactants are: II.[Br:3][C:4]1[CH:5]=[C:6]([C:10]([C:12]2[CH:17]=[CH:16][C:15]([O:18][CH:19]([F:21])[F:20])=[CH:14][C:13]=2[F:22])=[CH2:11])[CH:7]=[CH:8][CH:9]=1.[NH3:23].C([O:27][CH2:28]C)(=O)C.C(#[N:32])C. Given the product [Br:3][C:4]1[CH:5]=[C:6]([C:10]2([C:12]3[CH:17]=[CH:16][C:15]([O:18][CH:19]([F:20])[F:21])=[CH:14][C:13]=3[F:22])[CH2:11][O:27][C:28]([NH2:32])=[N:23]2)[CH:7]=[CH:8][CH:9]=1, predict the reactants needed to synthesize it. (3) Given the product [Cl:10][C:4]1[CH:5]=[C:6]([OH:9])[CH:7]=[CH:8][C:3]=1[NH:2][C:21]1[C:20](=[O:23])[CH:19]=[C:18]([N:13]([CH2:14][CH2:15][OH:24])[CH3:12])[C:17](=[O:16])[CH:22]=1, predict the reactants needed to synthesize it. The reactants are: Cl.[NH2:2][C:3]1[CH:8]=[CH:7][C:6]([OH:9])=[CH:5][C:4]=1[Cl:10].Br.[CH3:12][N:13]1[C:18]2[CH:19]=[C:20]([OH:23])[CH:21]=[CH:22][C:17]=2[O:16][CH2:15][CH2:14]1.[OH:24]O. (4) Given the product [CH3:16][C:15]1[N:14]=[C:12]([C:11]2[CH:10]=[C:9]([C:1]([C:2]3[CH:7]=[CH:6][CH:5]=[CH:4][CH:3]=3)=[O:8])[CH:38]=[CH:37][CH:36]=2)[N:22]2[C:17]=1[CH:18]=[N:19][C:20]([NH:23][C:24]1[CH:25]=[C:26]([O:34][CH3:35])[C:27]([O:32][CH3:33])=[C:28]([O:30][CH3:31])[CH:29]=1)=[N:21]2, predict the reactants needed to synthesize it. The reactants are: [C:1]([C:9]1[CH:10]=[C:11]([CH:36]=[CH:37][CH:38]=1)[C:12]([NH:14][CH:15]([C:17]1[N:22]=[N:21][C:20]([NH:23][C:24]2[CH:29]=[C:28]([O:30][CH3:31])[C:27]([O:32][CH3:33])=[C:26]([O:34][CH3:35])[CH:25]=2)=[N:19][CH:18]=1)[CH3:16])=O)(=[O:8])[C:2]1[CH:7]=[CH:6][CH:5]=[CH:4][CH:3]=1.S(Cl)(Cl)=O.